Dataset: Forward reaction prediction with 1.9M reactions from USPTO patents (1976-2016). Task: Predict the product of the given reaction. (1) Given the reactants COC[O:4][C:5]1[C:10]([O:11]COC)=[CH:9][CH:8]=[CH:7][C:6]=1[C:15](=[O:17])[CH3:16], predict the reaction product. The product is: [OH:4][C:5]1[C:10]([OH:11])=[CH:9][CH:8]=[CH:7][C:6]=1[C:15](=[O:17])[CH3:16]. (2) Given the reactants [CH2:1]1[CH:5]2[CH:6]3[CH:10]=[CH:9][CH:8]([CH:4]2[CH:3]=[CH:2]1)[CH2:7]3.[CH2:11]1[CH:15]2[CH:16]3[CH:20]4[CH:21]5[CH:25]=[CH:24][CH:23]([CH:19]4[CH:18]([CH:14]2[CH:13]=[CH:12]1)[CH2:17]3)[CH2:22]5, predict the reaction product. The product is: [CH2:1]1[CH:5]2[CH:6]3[CH:10]=[CH:9][CH:8]([CH:4]2[CH:3]=[CH:2]1)[CH2:7]3.[CH2:11]1[CH:15]2[CH:16]3[CH:20]4[CH:21]5[CH:25]=[CH:24][CH:23]([CH:19]4[CH:18]([CH:14]2[CH:13]=[CH:12]1)[CH2:17]3)[CH2:22]5. (3) Given the reactants [CH2:1]([N:8]1[CH2:13][CH2:12][CH:11]([N:14]([CH2:22][C:23]2[N:24]=[C:25]([CH:36]=[O:37])[N:26]([CH2:28][O:29][CH2:30][CH2:31][Si:32]([CH3:35])([CH3:34])[CH3:33])[CH:27]=2)[C:15](=[O:21])[O:16][C:17]([CH3:20])([CH3:19])[CH3:18])[CH2:10][CH2:9]1)[C:2]1[CH:7]=[CH:6][CH:5]=[CH:4][CH:3]=1.[BH4-].[Na+].O, predict the reaction product. The product is: [C:17]([O:16][C:15](=[O:21])[N:14]([CH:11]1[CH2:10][CH2:9][N:8]([CH2:1][C:2]2[CH:7]=[CH:6][CH:5]=[CH:4][CH:3]=2)[CH2:13][CH2:12]1)[CH2:22][C:23]1[N:24]=[C:25]([CH2:36][OH:37])[N:26]([CH2:28][O:29][CH2:30][CH2:31][Si:32]([CH3:35])([CH3:34])[CH3:33])[CH:27]=1)([CH3:20])([CH3:18])[CH3:19].